This data is from Reaction yield outcomes from USPTO patents with 853,638 reactions. The task is: Predict the reaction yield, written as a fraction of the theoretical maximum amount of product (1.0 means a 100% yield; for example, 0.34 means a 34% yield). (1) The reactants are [Cl:1][C:2]1[CH:3]=[C:4]([CH:18]=[CH:19][CH:20]=1)[CH2:5][C:6]1([C:10]([C:12]2[CH:17]=[CH:16][CH:15]=[CH:14][N:13]=2)=[O:11])[CH2:9][CH2:8][CH2:7]1.[BH4-].[Na+].[CH3:23]O. No catalyst specified. The product is [Cl:1][C:2]1[CH:3]=[C:4]([CH:5]([C:6]2([CH:10]([C:12]3[CH:17]=[CH:16][CH:15]=[CH:14][N:13]=3)[OH:11])[CH2:9][CH2:8][CH2:7]2)[CH3:23])[CH:18]=[CH:19][CH:20]=1. The yield is 0.236. (2) The reactants are [Cl:1][C:2]1[CH:19]=[C:18]([N+:20]([O-])=O)[CH:17]=[C:16]([Cl:23])[C:3]=1[O:4][C:5]1[CH:6]=[N:7][C:8]2[C:13]([CH:14]=1)=[CH:12][C:11]([CH3:15])=[CH:10][CH:9]=2.[NH4+].[Cl-]. The catalyst is CCO.C1COCC1.O.[Fe]. The product is [Cl:1][C:2]1[CH:19]=[C:18]([NH2:20])[CH:17]=[C:16]([Cl:23])[C:3]=1[O:4][C:5]1[CH:6]=[N:7][C:8]2[C:13]([CH:14]=1)=[CH:12][C:11]([CH3:15])=[CH:10][CH:9]=2. The yield is 0.980. (3) The reactants are [CH3:1][O:2][C:3]1[CH:8]=[CH:7][CH:6]=[CH:5][C:4]=1[C:9]1[C:17]2[C:12](=[N:13][CH:14]=[C:15]([C:18]3[CH:19]=[C:20]([OH:24])[CH:21]=[CH:22][CH:23]=3)[CH:16]=2)[NH:11][CH:10]=1.[NH:25]1[CH2:30][CH2:29][O:28][CH2:27][CH2:26]1.[CH2:31]=O. The catalyst is CO.C1(C)C=CC=CC=1. The product is [CH3:1][O:2][C:3]1[CH:8]=[CH:7][CH:6]=[CH:5][C:4]=1[C:9]1[C:17]2[C:12](=[N:13][CH:14]=[C:15]([C:18]3[CH:23]=[CH:22][C:21]([CH2:31][N:25]4[CH2:30][CH2:29][O:28][CH2:27][CH2:26]4)=[C:20]([OH:24])[CH:19]=3)[CH:16]=2)[NH:11][CH:10]=1. The yield is 0.630. (4) The reactants are [CH3:1][C:2]1[O:6][N:5]=[C:4]([C:7]2[CH:12]=[CH:11][CH:10]=[CH:9][CH:8]=2)[C:3]=1[CH2:13][O:14][C:15]1[CH:23]=[CH:22][C:18]([C:19]([OH:21])=O)=[CH:17][N:16]=1.[NH2:24][C:25]([CH3:29])([CH3:28])[CH2:26][OH:27]. No catalyst specified. The product is [OH:27][CH2:26][C:25]([NH:24][C:19](=[O:21])[C:18]1[CH:22]=[CH:23][C:15]([O:14][CH2:13][C:3]2[C:4]([C:7]3[CH:8]=[CH:9][CH:10]=[CH:11][CH:12]=3)=[N:5][O:6][C:2]=2[CH3:1])=[N:16][CH:17]=1)([CH3:29])[CH3:28]. The yield is 0.530. (5) The product is [C:1]([C@H:4]([N:6]1[C:11](=[O:12])[C@@H:10]([NH:13][C:27](=[O:28])[CH2:26][C:20]2[CH:25]=[CH:24][CH:23]=[CH:22][CH:21]=2)[C@@H:9]([OH:14])[CH2:8][O:7]1)[CH3:5])([OH:3])=[O:2]. The yield is 0.910. The reactants are [C:1]([C@H:4]([N:6]1[C:11](=[O:12])[C@@H:10]([NH2:13])[C@@H:9]([OH:14])[CH2:8][O:7]1)[CH3:5])([OH:3])=[O:2].C([O-])(O)=O.[Na+].[C:20]1([CH2:26][C:27](Cl)=[O:28])[CH:25]=[CH:24][CH:23]=[CH:22][CH:21]=1.CC#N. The catalyst is O. (6) The reactants are [Mg].Br[CH2:3][CH2:4][CH2:5][CH2:6][CH2:7][CH2:8][CH2:9][CH2:10][CH2:11][CH2:12][CH2:13][CH3:14].Br[C:16]1[CH:20]=[CH:19][S:18][CH:17]=1. The catalyst is CCOCC.Cl[Ni]1(Cl)[P](C2C=CC=CC=2)(C2C=CC=CC=2)CCC[P]1(C1C=CC=CC=1)C1C=CC=CC=1. The product is [CH2:3]([C:16]1[CH:20]=[CH:19][S:18][CH:17]=1)[CH2:4][CH2:5][CH2:6][CH2:7][CH2:8][CH2:9][CH2:10][CH2:11][CH2:12][CH2:13][CH3:14]. The yield is 0.850. (7) The product is [Br:2]/[CH:3]=[CH:40]\[C:35]1[CH:34]=[CH:33][C:32]2[C:37](=[CH:38][CH:39]=[C:30]([F:29])[CH:31]=2)[N:36]=1. The reactants are [Br-].[Br:2][CH2:3][P+](C1C=CC=CC=1)(C1C=CC=CC=1)C1C=CC=CC=1.CC(C)([O-])C.[K+].[F:29][C:30]1[CH:31]=[C:32]2[C:37](=[CH:38][CH:39]=1)[N:36]=[C:35]([CH:40]=O)[CH:34]=[CH:33]2. The yield is 0.653. The catalyst is C1COCC1. (8) The reactants are C([O:3][C:4](=O)[CH:5]([F:7])[F:6])C.[CH2:9]([O:11][C:12](=[O:14])[CH3:13])[CH3:10].CC[O-].[Na+].C(OCC)(=O)C.Cl. No catalyst specified. The product is [CH2:9]([O:11][C:12](=[O:14])[CH2:13][C:4](=[O:3])[CH:5]([F:7])[F:6])[CH3:10]. The yield is 0.810. (9) The reactants are [Cl:1][C:2]1[C:10]2[N:9]=[C:8]3[N:11]([C:15]4[CH:20]=[CH:19][C:18]([Cl:21])=[CH:17][C:16]=4[Cl:22])[CH2:12][CH2:13][CH2:14][N:7]3[C:6]=2[C:5]([CH:23]([NH2:26])[CH2:24][CH3:25])=[CH:4][CH:3]=1.C(N(CC)CC)C.[F:34][C:35]([F:42])([F:41])[C:36](OCC)=[O:37]. The catalyst is C(#N)C. The product is [Cl:1][C:2]1[C:10]2[N:9]=[C:8]3[N:11]([C:15]4[CH:20]=[CH:19][C:18]([Cl:21])=[CH:17][C:16]=4[Cl:22])[CH2:12][CH2:13][CH2:14][N:7]3[C:6]=2[C:5]([CH:23]([NH:26][C:36](=[O:37])[C:35]([F:42])([F:41])[F:34])[CH2:24][CH3:25])=[CH:4][CH:3]=1. The yield is 0.830.